From a dataset of Peptide-MHC class I binding affinity with 185,985 pairs from IEDB/IMGT. Regression. Given a peptide amino acid sequence and an MHC pseudo amino acid sequence, predict their binding affinity value. This is MHC class I binding data. (1) The peptide sequence is WEAWWTEY. The MHC is HLA-B44:03 with pseudo-sequence HLA-B44:03. The binding affinity (normalized) is 0.429. (2) The peptide sequence is KIMDYGKYK. The MHC is HLA-B58:01 with pseudo-sequence HLA-B58:01. The binding affinity (normalized) is 0.0847. (3) The peptide sequence is FPRIWLHGL. The MHC is HLA-A03:01 with pseudo-sequence HLA-A03:01. The binding affinity (normalized) is 0. (4) The peptide sequence is VPRDRNGTF. The MHC is HLA-A30:01 with pseudo-sequence HLA-A30:01. The binding affinity (normalized) is 0.0847.